This data is from Reaction yield outcomes from USPTO patents with 853,638 reactions. The task is: Predict the reaction yield, written as a fraction of the theoretical maximum amount of product (1.0 means a 100% yield; for example, 0.34 means a 34% yield). (1) The reactants are [F:1][C:2]1[CH:10]=[C:9]([F:11])[CH:8]=[C:7]([F:12])[C:3]=1[C:4](Cl)=[O:5].[Al+3].[Cl-].[Cl-].[Cl-].[NH:17]1[CH:21]=[CH:20][CH:19]=[C:18]1[C:22]([OH:24])=[O:23].Cl. The catalyst is C(Cl)Cl. The product is [F:1][C:2]1[CH:10]=[C:9]([F:11])[CH:8]=[C:7]([F:12])[C:3]=1[C:4]([C:20]1[CH:19]=[C:18]([C:22]([OH:24])=[O:23])[NH:17][CH:21]=1)=[O:5]. The yield is 0.970. (2) The reactants are C(N(CC)CC)C.[Si:8](Cl)([C:11]([CH3:14])([CH3:13])[CH3:12])([CH3:10])[CH3:9].CN(C1C=CC=CN=1)C.[CH2:25]([C:27]([C:46]1[CH:51]=[CH:50][C:49](/[CH:52]=[CH:53]/[C:54]([C:60]([F:63])([F:62])[F:61])([OH:59])[C:55]([F:58])([F:57])[F:56])=[C:48]([CH3:64])[CH:47]=1)([C:30]1[CH:35]=[CH:34][C:33]([B:36]2[O:40][C:39]([CH3:42])([CH3:41])[C:38]([CH3:44])([CH3:43])[O:37]2)=[C:32]([CH3:45])[CH:31]=1)[CH2:28][CH3:29])[CH3:26]. The catalyst is CN(C)C=O.O. The product is [C:11]([Si:8]([CH3:10])([CH3:9])[O:59][C:54]([C:60]([F:63])([F:62])[F:61])([C:55]([F:56])([F:57])[F:58])/[CH:53]=[CH:52]/[C:49]1[CH:50]=[CH:51][C:46]([C:27]([C:30]2[CH:35]=[CH:34][C:33]([B:36]3[O:40][C:39]([CH3:41])([CH3:42])[C:38]([CH3:44])([CH3:43])[O:37]3)=[C:32]([CH3:45])[CH:31]=2)([CH2:25][CH3:26])[CH2:28][CH3:29])=[CH:47][C:48]=1[CH3:64])([CH3:14])([CH3:13])[CH3:12]. The yield is 0.840. (3) The reactants are [Br:1][C:2]1[C:3](F)=[C:4]2[C:10]([NH:11][C:12](=[O:20])[CH2:13][C:14]3[CH:19]=[CH:18][CH:17]=[CH:16][CH:15]=3)=[CH:9][NH:8][C:5]2=[N:6][CH:7]=1.[NH:22]1[CH2:27][CH2:26][CH2:25][C@@H:24]([NH:28][C:29](=[O:35])[O:30][C:31]([CH3:34])([CH3:33])[CH3:32])[CH2:23]1. The catalyst is C(O)(CC)C. The product is [Br:1][C:2]1[C:3]([N:22]2[CH2:27][CH2:26][CH2:25][C@@H:24]([NH:28][C:29](=[O:35])[O:30][C:31]([CH3:33])([CH3:32])[CH3:34])[CH2:23]2)=[C:4]2[C:10]([NH:11][C:12](=[O:20])[CH2:13][C:14]3[CH:19]=[CH:18][CH:17]=[CH:16][CH:15]=3)=[CH:9][NH:8][C:5]2=[N:6][CH:7]=1. The yield is 0.700. (4) The reactants are [CH3:1][N:2]([CH2:4][C:5]1[CH:22]=[CH:21][C:8](/[CH:9]=[N:10]/[C:11]2[CH:19]=[CH:18][CH:17]=[C:16]3[C:12]=2[CH2:13][O:14][C:15]3=[O:20])=[CH:7][CH:6]=1)[CH3:3].[CH3:23][N:24]1[C:28]([CH:29]=O)=[N:27][CH:26]=[N:25]1.[CH3:31][CH2:32][O-:33].[Na+]. The catalyst is C(OCC)(=O)CC. The product is [CH3:1][N:2]([CH2:4][C:5]1[CH:22]=[CH:21][C:8]([CH:9]2[CH:29]([C:28]3[N:24]([CH3:23])[N:25]=[CH:26][N:27]=3)[C:32](=[O:33])[C:31]3[C:16]([C:15]([O:14][CH2:13][CH3:12])=[O:20])=[CH:17][CH:18]=[CH:19][C:11]=3[NH:10]2)=[CH:7][CH:6]=1)[CH3:3]. The yield is 0.160. (5) The reactants are [Cl:1][C:2]1[CH:3]=[CH:4][C:5]([F:18])=[C:6]([C:8]2[N:9]=[C:10](O)[C:11]3[O:16][CH2:15][CH2:14][C:12]=3[N:13]=2)[CH:7]=1.C([O-])(O)=O.[Na+].O=P(Cl)(Cl)[Cl:26]. The catalyst is C(Cl)Cl. The product is [Cl:26][C:10]1[C:11]2[O:16][CH2:15][CH2:14][C:12]=2[N:13]=[C:8]([C:6]2[CH:7]=[C:2]([Cl:1])[CH:3]=[CH:4][C:5]=2[F:18])[N:9]=1. The yield is 0.730. (6) The reactants are [N:1]1([CH2:7][CH2:8][NH:9][C:10]([C:12]2[NH:13][C:14]([CH:18]=[C:19]3[C:27]4[C:26]([Cl:28])=[N:25][CH:24]=[N:23][C:22]=4[NH:21][C:20]3=[O:29])=[C:15]([CH3:17])[CH:16]=2)=[O:11])[CH2:6][CH2:5][O:4][CH2:3][CH2:2]1.[Cl:30][C:31]1[CH:32]=[C:33]([NH2:38])[CH:34]=[CH:35][C:36]=1[F:37].O.C1(C)C=CC(S(O)(=O)=O)=CC=1.CN1CCCC1=O. The catalyst is COCCOCCOC. The product is [ClH:28].[N:1]1([CH2:7][CH2:8][NH:9][C:10]([C:12]2[NH:13][C:14]([CH:18]=[C:19]3[C:27]4[C:26]([NH:38][C:33]5[CH:34]=[CH:35][C:36]([F:37])=[C:31]([Cl:30])[CH:32]=5)=[N:25][CH:24]=[N:23][C:22]=4[NH:21][C:20]3=[O:29])=[C:15]([CH3:17])[CH:16]=2)=[O:11])[CH2:2][CH2:3][O:4][CH2:5][CH2:6]1. The yield is 0.390. (7) The reactants are [F:1][C:2]1[CH:3]=[C:4]([NH:9][CH2:10][CH2:11][C@H:12]2[O:16]C(C)(C)[O:14][C:13]2=O)[CH:5]=[C:6]([F:8])[CH:7]=1.O.C1(C)C=CC(S(O)(=O)=O)=CC=1.C(OCC)C. The catalyst is CO. The product is [F:1][C:2]1[CH:3]=[C:4]([N:9]2[CH2:10][CH2:11][C@@H:12]([OH:16])[C:13]2=[O:14])[CH:5]=[C:6]([F:8])[CH:7]=1. The yield is 0.650.